Task: Predict which catalyst facilitates the given reaction.. Dataset: Catalyst prediction with 721,799 reactions and 888 catalyst types from USPTO (1) Reactant: CS(O[CH2:6][C:7]1[CH:11]=[C:10]([C:12]2[N:17]=[CH:16][CH:15]=[CH:14][N:13]=2)[O:9][N:8]=1)(=O)=O.[Br-:18].[Li+].O. Product: [Br:18][CH2:6][C:7]1[CH:11]=[C:10]([C:12]2[N:17]=[CH:16][CH:15]=[CH:14][N:13]=2)[O:9][N:8]=1. The catalyst class is: 21. (2) Reactant: [F:1][C:2]1[CH:21]=[CH:20][C:5]([O:6][C:7]2[C:16]3[C:11](=[C:12]([N+:17]([O-])=O)[CH:13]=[CH:14][CH:15]=3)[CH:10]=[CH:9][N:8]=2)=[CH:4][C:3]=1[C:22]([F:25])([F:24])[F:23].[NH4+].[Cl-]. Product: [F:1][C:2]1[CH:21]=[CH:20][C:5]([O:6][C:7]2[C:16]3[CH:15]=[CH:14][CH:13]=[C:12]([NH2:17])[C:11]=3[CH:10]=[CH:9][N:8]=2)=[CH:4][C:3]=1[C:22]([F:25])([F:23])[F:24]. The catalyst class is: 314. (3) Reactant: [Li]CCCC.Br[C:7]1[CH:8]=[N:9][CH:10]=[CH:11][CH:12]=1.[Br:13][C:14]1[CH:21]=[CH:20][CH:19]=[CH:18][C:15]=1[CH:16]=[O:17]. Product: [Br:13][C:14]1[CH:21]=[CH:20][CH:19]=[CH:18][C:15]=1[CH:16]([C:7]1[CH:8]=[N:9][CH:10]=[CH:11][CH:12]=1)[OH:17]. The catalyst class is: 28. (4) Reactant: C(=O)([O-])[O-].[K+].[K+].C[Si](C)(C)[C:9]#[C:10][C:11]([C:13]1[C:17]2[CH:18]=[N:19][CH:20]=[CH:21][C:16]=2[N:15](C(OC(C)(C)C)=O)[CH:14]=1)=O.[N+]([O-])([O-])=O.[CH3:35][C:36]1[CH:41]=[CH:40][CH:39]=[CH:38][C:37]=1[NH:42][C:43]([NH2:45])=[NH2+:44]. Product: [NH:15]1[C:16]2[CH:21]=[CH:20][N:19]=[CH:18][C:17]=2[C:13]([C:11]2[CH:10]=[CH:9][N:45]=[C:43]([NH:42][C:37]3[CH:38]=[CH:39][CH:40]=[CH:41][C:36]=3[CH3:35])[N:44]=2)=[CH:14]1. The catalyst class is: 141. (5) Reactant: B.O1CCCC1.[CH2:7]([O:14][C:15](=[O:38])[C:16]([O:20][C:21]1[CH:26]=[CH:25][CH:24]=[C:23]([CH2:27][CH2:28][NH:29][C:30](=O)[CH2:31][CH2:32][CH2:33][CH2:34][CH2:35][CH3:36])[CH:22]=1)([CH3:19])[CH2:17][CH3:18])[C:8]1[CH:13]=[CH:12][CH:11]=[CH:10][CH:9]=1.Cl.[OH-].[Na+]. Product: [CH2:7]([O:14][C:15](=[O:38])[C:16]([O:20][C:21]1[CH:26]=[CH:25][CH:24]=[C:23]([CH2:27][CH2:28][NH:29][CH2:30][CH2:31][CH2:32][CH2:33][CH2:34][CH2:35][CH3:36])[CH:22]=1)([CH3:19])[CH2:17][CH3:18])[C:8]1[CH:13]=[CH:12][CH:11]=[CH:10][CH:9]=1. The catalyst class is: 132. (6) Reactant: [CH3:1][O:2][C:3]1[CH:4]=[C:5]2[C:10](=[CH:11][C:12]=1[O:13][CH3:14])[N:9]=[CH:8][CH:7]=[C:6]2[O:15][C:16]1[CH:21]=[CH:20][C:19]([I:22])=[CH:18][C:17]=1[CH:23]([OH:26])[CH2:24][CH3:25].O. Product: [CH3:1][O:2][C:3]1[CH:4]=[C:5]2[C:10](=[CH:11][C:12]=1[O:13][CH3:14])[N:9]=[CH:8][CH:7]=[C:6]2[O:15][C:16]1[CH:21]=[CH:20][C:19]([I:22])=[CH:18][C:17]=1[C:23](=[O:26])[CH2:24][CH3:25]. The catalyst class is: 16.